Dataset: Full USPTO retrosynthesis dataset with 1.9M reactions from patents (1976-2016). Task: Predict the reactants needed to synthesize the given product. (1) Given the product [N:17]1([S:27]([C:30]2[CH:31]=[C:32]([N:36]3[C:45](=[O:46])[C:44]4[C:39](=[CH:40][CH:41]=[CH:42][C:43]=4[CH:47]=[CH:9][C:10]([O:12][CH2:13][CH3:14])=[O:11])[NH:38][C:37]3=[O:49])[CH:33]=[CH:34][CH:35]=2)(=[O:29])=[O:28])[C:26]2[C:21](=[CH:22][CH:23]=[CH:24][CH:25]=2)[CH2:20][CH2:19][CH2:18]1, predict the reactants needed to synthesize it. The reactants are: C(OP([CH2:9][C:10]([O:12][CH2:13][CH3:14])=[O:11])(OCC)=O)C.[H-].[Na+].[N:17]1([S:27]([C:30]2[CH:31]=[C:32]([N:36]3[C:45](=[O:46])[C:44]4[C:43]([CH:47]=O)=[CH:42][CH:41]=[CH:40][C:39]=4[NH:38][C:37]3=[O:49])[CH:33]=[CH:34][CH:35]=2)(=[O:29])=[O:28])[C:26]2[C:21](=[CH:22][CH:23]=[CH:24][CH:25]=2)[CH2:20][CH2:19][CH2:18]1.Cl. (2) Given the product [F:12][C:3]1[CH:4]=[C:5]([N+:9]([O-:11])=[O:10])[C:6]([F:8])=[CH:7][C:2]=1[C:18]1[CH:17]=[CH:16][C:15]([O:14][CH3:13])=[N:20][CH:19]=1, predict the reactants needed to synthesize it. The reactants are: Br[C:2]1[CH:7]=[C:6]([F:8])[C:5]([N+:9]([O-:11])=[O:10])=[CH:4][C:3]=1[F:12].[CH3:13][O:14][C:15]1[N:20]=[CH:19][C:18](B(O)O)=[CH:17][CH:16]=1.C(=O)([O-])[O-].[Na+].[Na+].CCOC(C)=O.